This data is from Catalyst prediction with 721,799 reactions and 888 catalyst types from USPTO. The task is: Predict which catalyst facilitates the given reaction. (1) Reactant: C(Cl)(=O)OC.C(N(CC)CC)C.[CH2:13]([O:15][C:16]1[CH:17]=[C:18]([C:22]2[C:27]([CH2:28][CH2:29][O:30][CH3:31])=[C:26]([CH2:32][CH3:33])[C:25]([O:34]C(OC)=O)=[CH:24][C:23]=2[O:39]C(OC)=O)[CH:19]=[CH:20][CH:21]=1)[CH3:14].[BH4-].[Na+].N. Product: [CH2:13]([O:15][C:16]1[CH:17]=[C:18]([C:22]2[C:27]([CH2:28][CH2:29][O:30][CH3:31])=[C:26]([CH2:32][CH3:33])[C:25]([OH:34])=[CH:24][C:23]=2[OH:39])[CH:19]=[CH:20][CH:21]=1)[CH3:14]. The catalyst class is: 364. (2) Product: [C:1]([C:3]1[N:7]([CH:8]2[CH2:13][CH2:12][N:11]([C:14]([O:16][CH:17]([CH3:19])[CH3:18])=[O:15])[CH2:10][CH2:9]2)[N:6]=[CH:5][C:4]=1[CH2:20][O:21][C:24]1[CH:25]=[CH:26][C:27]([C:29]2[N:33]([CH2:34][CH2:35][O:36][Si:37]([CH3:39])([CH3:38])[CH3:40])[N:32]=[N:31][N:30]=2)=[CH:28][C:23]=1[F:22])#[N:2]. Reactant: [C:1]([C:3]1[N:7]([CH:8]2[CH2:13][CH2:12][N:11]([C:14]([O:16][CH:17]([CH3:19])[CH3:18])=[O:15])[CH2:10][CH2:9]2)[N:6]=[CH:5][C:4]=1[CH2:20][OH:21])#[N:2].[F:22][C:23]1[CH:28]=[C:27]([C:29]2[N:33]([CH2:34][CH2:35][O:36][Si:37]([CH3:40])([CH3:39])[CH3:38])[N:32]=[N:31][N:30]=2)[CH:26]=[CH:25][C:24]=1O.C1(P(C2C=CC=CC=2)C2C=CC=CC=2)C=CC=CC=1.N(C(OCC)=O)=NC(OCC)=O. The catalyst class is: 12. (3) Reactant: [N+:1]([C:4]1[CH:5]=[C:6]2[C:11](=[CH:12][CH:13]=1)[N:10]([CH2:14][C:15]1[CH:20]=[CH:19][CH:18]=[C:17]([C:21]([N:23]3[CH2:28][CH2:27][N:26]([C:29]4[N:34]=[CH:33][CH:32]=[CH:31][N:30]=4)[CH2:25][CH2:24]3)=[O:22])[CH:16]=1)[C:9](=[O:35])[NH:8][C:7]2=[O:36])([O-])=O.[NH4+].[Cl-]. Product: [NH2:1][C:4]1[CH:5]=[C:6]2[C:11](=[CH:12][CH:13]=1)[N:10]([CH2:14][C:15]1[CH:20]=[CH:19][CH:18]=[C:17]([C:21]([N:23]3[CH2:24][CH2:25][N:26]([C:29]4[N:30]=[CH:31][CH:32]=[CH:33][N:34]=4)[CH2:27][CH2:28]3)=[O:22])[CH:16]=1)[C:9](=[O:35])[NH:8][C:7]2=[O:36]. The catalyst class is: 447.